Task: Predict which catalyst facilitates the given reaction.. Dataset: Catalyst prediction with 721,799 reactions and 888 catalyst types from USPTO (1) Reactant: [N:1]1[CH:6]=[CH:5][CH:4]=[CH:3][C:2]=1[C:7]1[CH:8]=[C:9]([CH2:13][C:14](Cl)=[N:15][OH:16])[CH:10]=[CH:11][CH:12]=1.O1CCCC1.[C:23]([C:25]1[C:26]([NH2:32])=[N:27][C:28]([NH2:31])=[CH:29][CH:30]=1)#[CH:24].C(N(CC)CC)C. Product: [N:1]1[CH:6]=[CH:5][CH:4]=[CH:3][C:2]=1[C:7]1[CH:8]=[C:9]([CH:10]=[CH:11][CH:12]=1)[CH2:13][C:14]1[CH:24]=[C:23]([C:25]2[C:26]([NH2:32])=[N:27][C:28]([NH2:31])=[CH:29][CH:30]=2)[O:16][N:15]=1. The catalyst class is: 6. (2) Reactant: [NH2:1][C:2]1[CH:10]=[CH:9][CH:8]=[C:7]([CH3:11])[C:3]=1[C:4]([OH:6])=O.C1N=CN(C(N2C=NC=C2)=O)C=1.Cl.[NH2:25][CH:26]1[CH2:31][CH2:30][C:29](=[O:32])[NH:28][C:27]1=[O:33].C(=O)([O-])O.[Na+]. Product: [NH2:1][C:2]1[CH:10]=[CH:9][CH:8]=[C:7]([CH3:11])[C:3]=1[C:4]([NH:25][CH:26]1[CH2:31][CH2:30][C:29](=[O:32])[NH:28][C:27]1=[O:33])=[O:6]. The catalyst class is: 10. (3) Reactant: [Br:1]N1C(=O)CCC1=O.[CH2:9]([N:16]1[CH:20]=[CH:19][N:18]=[C:17]1[CH3:21])[C:10]1[CH:15]=[CH:14][CH:13]=[CH:12][CH:11]=1. Product: [CH2:9]([N:16]1[C:20]([Br:1])=[CH:19][N:18]=[C:17]1[CH3:21])[C:10]1[CH:11]=[CH:12][CH:13]=[CH:14][CH:15]=1. The catalyst class is: 22. (4) Reactant: Br[C:2]1[C:3]([NH:9][CH2:10][C:11]([O:13][CH2:14][CH3:15])=[O:12])=[N:4][CH:5]=[C:6]([Br:8])[N:7]=1.[CH3:16][O:17][C:18]1[CH:23]=[C:22]([O:24][CH3:25])[CH:21]=[CH:20][C:19]=1[CH2:26][NH2:27].C(N(CC)C(C)C)(C)C. Product: [Br:8][C:6]1[N:7]=[C:2]([NH:27][CH2:26][C:19]2[CH:20]=[CH:21][C:22]([O:24][CH3:25])=[CH:23][C:18]=2[O:17][CH3:16])[C:3]([NH:9][CH2:10][C:11]([O:13][CH2:14][CH3:15])=[O:12])=[N:4][CH:5]=1. The catalyst class is: 16. (5) Product: [CH2:18]([O:20][C:21](=[O:24])[CH2:22][NH:23][CH2:13][C:12]1[CH:15]=[CH:16][C:9]([O:8][CH2:1][C:2]2[CH:7]=[CH:6][CH:5]=[CH:4][CH:3]=2)=[CH:10][CH:11]=1)[CH3:19]. The catalyst class is: 26. Reactant: [CH2:1]([O:8][C:9]1[CH:16]=[CH:15][C:12]([CH:13]=O)=[CH:11][CH:10]=1)[C:2]1[CH:7]=[CH:6][CH:5]=[CH:4][CH:3]=1.Cl.[CH2:18]([O:20][C:21](=[O:24])[CH2:22][NH2:23])[CH3:19].C(N(CC)CC)C.C(O[BH-](OC(=O)C)OC(=O)C)(=O)C.[Na+].[Na].